This data is from NCI-60 drug combinations with 297,098 pairs across 59 cell lines. The task is: Regression. Given two drug SMILES strings and cell line genomic features, predict the synergy score measuring deviation from expected non-interaction effect. Drug 1: C1=CC(=CC=C1CC(C(=O)O)N)N(CCCl)CCCl.Cl. Drug 2: C(CCl)NC(=O)N(CCCl)N=O. Cell line: T-47D. Synergy scores: CSS=20.2, Synergy_ZIP=-2.28, Synergy_Bliss=4.82, Synergy_Loewe=0.200, Synergy_HSA=0.822.